This data is from Reaction yield outcomes from USPTO patents with 853,638 reactions. The task is: Predict the reaction yield, written as a fraction of the theoretical maximum amount of product (1.0 means a 100% yield; for example, 0.34 means a 34% yield). The reactants are CCN=C=NCCCN(C)C.[Cl:12][C:13]1[CH:21]=[CH:20][CH:19]=[CH:18][C:14]=1[CH2:15][NH:16][CH3:17].[F:22][C:23]([F:44])([F:43])[C:24]1[CH:25]=[C:26]([CH:36]=[C:37]([C:39]([F:42])([F:41])[F:40])[CH:38]=1)[CH2:27][N:28]1[CH:32]=[C:31]([C:33](O)=[O:34])[N:30]=[N:29]1. The catalyst is CN(C1C=CN=CC=1)C.C(Cl)Cl. The product is [Cl:12][C:13]1[CH:21]=[CH:20][CH:19]=[CH:18][C:14]=1[CH2:15][N:16]([CH3:17])[C:33]([C:31]1[N:30]=[N:29][N:28]([CH2:27][C:26]2[CH:36]=[C:37]([C:39]([F:41])([F:40])[F:42])[CH:38]=[C:24]([C:23]([F:22])([F:44])[F:43])[CH:25]=2)[CH:32]=1)=[O:34]. The yield is 0.770.